Task: Predict the product of the given reaction.. Dataset: Forward reaction prediction with 1.9M reactions from USPTO patents (1976-2016) (1) Given the reactants [F:1][C:2]1[CH:37]=[C:36]([N+:38]([O-])=O)[CH:35]=[CH:34][C:3]=1[O:4][C:5]1[CH:10]=[CH:9][N:8]=[C:7]2[CH:11]=[C:12]([C:14]3[CH:15]=[C:16]([CH:31]=[CH:32][CH:33]=3)[CH2:17][CH2:18][N:19]([CH2:27][CH2:28][O:29][CH3:30])[C:20](=[O:26])[O:21][C:22]([CH3:25])([CH3:24])[CH3:23])[S:13][C:6]=12.[Cl-].[NH4+], predict the reaction product. The product is: [NH2:38][C:36]1[CH:35]=[CH:34][C:3]([O:4][C:5]2[CH:10]=[CH:9][N:8]=[C:7]3[CH:11]=[C:12]([C:14]4[CH:15]=[C:16]([CH:31]=[CH:32][CH:33]=4)[CH2:17][CH2:18][N:19]([CH2:27][CH2:28][O:29][CH3:30])[C:20](=[O:26])[O:21][C:22]([CH3:25])([CH3:23])[CH3:24])[S:13][C:6]=23)=[C:2]([F:1])[CH:37]=1. (2) Given the reactants [NH2:1][C:2]1[N:10]=[C:9]2[C:5]([N:6]=[CH:7][N:8]2[CH2:11][C:12]2[CH:17]=[CH:16][CH:15]=[CH:14][CH:13]=2)=[C:4](I)[N:3]=1.[CH3:19][C:20]([OH:24])([C:22]#[CH:23])[CH3:21].C(N(C(C)C)C(C)C)C.[Cl-].[NH4+], predict the reaction product. The product is: [NH2:1][C:2]1[N:10]=[C:9]2[C:5]([N:6]=[CH:7][N:8]2[CH2:11][C:12]2[CH:17]=[CH:16][CH:15]=[CH:14][CH:13]=2)=[C:4]([C:23]#[C:22][C:20]([CH3:21])([OH:24])[CH3:19])[N:3]=1. (3) Given the reactants [NH2:1][C:2]1[C:11]2[C:6](=[CH:7][CH:8]=[CH:9][CH:10]=2)[CH:5]=[CH:4][C:3]=1[C:12]([OH:21])([C:17]([F:20])([F:19])[F:18])[C:13]([F:16])([F:15])[F:14].[I:22][C:23]1[CH:31]=[CH:30][C:26]([C:27](Cl)=[O:28])=[CH:25][CH:24]=1, predict the reaction product. The product is: [I:22][C:23]1[CH:31]=[CH:30][C:26]([C:27]([NH:1][C:2]2[C:11]3[C:6](=[CH:7][CH:8]=[CH:9][CH:10]=3)[CH:5]=[CH:4][C:3]=2[C:12]([OH:21])([C:13]([F:14])([F:15])[F:16])[C:17]([F:18])([F:19])[F:20])=[O:28])=[CH:25][CH:24]=1. (4) Given the reactants Cl.O1[C:6]2([CH2:11][CH2:10][CH:9]([O:12][CH2:13][C:14]3[C:15]([C:22]4[C:27]([Cl:28])=[CH:26][CH:25]=[CH:24][C:23]=4[Cl:29])=[N:16][O:17][C:18]=3[CH:19]3[CH2:21][CH2:20]3)[CH2:8][CH2:7]2)[O:5]CC1.C([O-])(O)=O.[Na+], predict the reaction product. The product is: [CH:19]1([C:18]2[O:17][N:16]=[C:15]([C:22]3[C:23]([Cl:29])=[CH:24][CH:25]=[CH:26][C:27]=3[Cl:28])[C:14]=2[CH2:13][O:12][CH:9]2[CH2:10][CH2:11][C:6](=[O:5])[CH2:7][CH2:8]2)[CH2:21][CH2:20]1. (5) Given the reactants [Br:1][C:2]1[CH:10]=[CH:9][C:5]2[NH:6][CH:7]=[N:8][C:4]=2[C:3]=1[F:11].[H-].[Na+].[C:14](Cl)([C:27]1[CH:32]=[CH:31][CH:30]=[CH:29][CH:28]=1)([C:21]1[CH:26]=[CH:25][CH:24]=[CH:23][CH:22]=1)[C:15]1[CH:20]=[CH:19][CH:18]=[CH:17][CH:16]=1, predict the reaction product. The product is: [Br:1][C:2]1[CH:10]=[CH:9][C:5]2[N:6]=[CH:7][N:8]([C:14]([C:15]3[CH:20]=[CH:19][CH:18]=[CH:17][CH:16]=3)([C:27]3[CH:28]=[CH:29][CH:30]=[CH:31][CH:32]=3)[C:21]3[CH:22]=[CH:23][CH:24]=[CH:25][CH:26]=3)[C:4]=2[C:3]=1[F:11]. (6) Given the reactants [Br:1][C:2]1[CH:3]=[C:4]2[C:9](=[CH:10][CH:11]=1)[N:8]=[CH:7][C:6]([C:12](=[O:16])[CH2:13][CH2:14][CH3:15])=[C:5]2O.P(Cl)(Cl)([Cl:20])=O.C(=O)([O-])[O-].[Na+].[Na+], predict the reaction product. The product is: [Br:1][C:2]1[CH:3]=[C:4]2[C:9](=[CH:10][CH:11]=1)[N:8]=[CH:7][C:6]([C:12](=[O:16])[CH2:13][CH2:14][CH3:15])=[C:5]2[Cl:20].